Dataset: Experimentally validated miRNA-target interactions with 360,000+ pairs, plus equal number of negative samples. Task: Binary Classification. Given a miRNA mature sequence and a target amino acid sequence, predict their likelihood of interaction. (1) The miRNA is mmu-miR-296-3p with sequence GAGGGUUGGGUGGAGGCUCUCC. The protein sequence of the target gene is MPVTEKDLAEDAPWKKIQQNTFTRWCNEHLKCVNKRIGNLQTDLSDGLRLIALLEVLSQKRMYRKYHQRPTFRQMQLENVSVALEFLDRESIKLVSIDSKAIVDGNLKLILGLVWTLILHYSISMPVWEDEGDDDAKKQTPKQRLLGWIQNKIPYLPITNFNQNWQDGKALGALVDSCAPGLCPDWESWDPQKPVDNAREAMQQADDWLGVPQVITPEEIIHPDVDEHSVMTYLSQFPKAKLKPGAPLKPKLNPKKARAYGRGIEPTGNMVKQPAKFTVDTISAGQGDVMVFVEDPEGNK.... Result: 0 (no interaction). (2) The miRNA is cel-miR-37-3p with sequence UCACCGGGUGAACACUUGCAGU. The protein sequence of the target gene is MNRLPDDYDPYAVEEPSDEEPALSSSEDEVDVLLHGTPDQKRKLIRECLTGESESSSEDEFEKEMEAELNSTMKTMEDKLSSLGTGSSSGNGKVATAPTRYYDDIYFDSDSEDEDRAVQVTKKKKKKQHKIPTNDELLYDPEKDNRDQAWVDAQRRGYHGLGPQRSRQQQPVPNSDAVLNCPACMTTLCLDCQRHESYKTQYRAMFVMNCSINKEEVLRYKASENRKKRRVHKKMRSNREDAAEKAETDVEEIYHPVMCTECSTEVAVYDKDEVFHFFNVLASHS. Result: 0 (no interaction).